From a dataset of Reaction yield outcomes from USPTO patents with 853,638 reactions. Predict the reaction yield, written as a fraction of the theoretical maximum amount of product (1.0 means a 100% yield; for example, 0.34 means a 34% yield). (1) The reactants are C([O:3][C:4]([C@H:6]1[C@@H:11]([N:12]([CH2:33][CH2:34][CH:35]2[CH2:37][CH2:36]2)[C:13](=[O:32])[CH2:14][C:15]2[NH:20][C:19]3[CH:21]=[CH:22][C:23]([NH:25][S:26]([CH3:29])(=[O:28])=[O:27])=[CH:24][C:18]=3[S:17](=[O:31])(=[O:30])[N:16]=2)[C@H:10]2[CH2:38][C@@H:7]1[CH2:8][CH2:9]2)=O)C.[O-]CC.[Na+].Cl. The catalyst is C(O)C. The product is [CH:35]1([CH2:34][CH2:33][N:12]2[C:13](=[O:32])[C:14]([C:15]3[NH:20][C:19]4[CH:21]=[CH:22][C:23]([NH:25][S:26]([CH3:29])(=[O:27])=[O:28])=[CH:24][C:18]=4[S:17](=[O:30])(=[O:31])[N:16]=3)=[C:4]([OH:3])[C@H:6]3[C@@H:11]2[C@H:10]2[CH2:38][C@@H:7]3[CH2:8][CH2:9]2)[CH2:36][CH2:37]1. The yield is 0.229. (2) The product is [F:8][C:7]1[C:2]([C:24]2[CH:29]=[CH:28][CH:27]=[CH:26][CH:25]=2)=[CH:3][C:4]([C:9]([NH:12][C:13]([N:15]2[CH:21]3[CH2:22][CH2:23][N:18]([CH2:19][CH2:20]3)[CH2:17][CH2:16]2)=[O:14])([CH3:11])[CH3:10])=[CH:5][CH:6]=1. The reactants are Br[C:2]1[CH:3]=[C:4]([C:9]([NH:12][C:13]([N:15]2[CH:21]3[CH2:22][CH2:23][N:18]([CH2:19][CH2:20]3)[CH2:17][CH2:16]2)=[O:14])([CH3:11])[CH3:10])[CH:5]=[CH:6][C:7]=1[F:8].[C:24]1(B(O)O)[CH:29]=[CH:28][CH:27]=[CH:26][CH:25]=1. The catalyst is C([O-])(=O)C.[Pd+2].C([O-])(=O)C. The yield is 0.660. (3) The reactants are [CH2:1]([C:5]1[CH:10]=[CH:9][C:8]([CH:11]([CH3:25])[C:12]([NH:14][CH2:15][CH2:16][NH:17]C(=O)OC(C)(C)C)=[O:13])=[CH:7][CH:6]=1)[CH:2]([CH3:4])[CH3:3].[ClH:26]. The catalyst is O1CCCC1. The product is [Cl-:26].[CH2:1]([C:5]1[CH:10]=[CH:9][C:8]([CH:11]([CH3:25])[C:12]([NH:14][CH2:15][CH2:16][NH3+:17])=[O:13])=[CH:7][CH:6]=1)[CH:2]([CH3:4])[CH3:3]. The yield is 1.00.